Dataset: Catalyst prediction with 721,799 reactions and 888 catalyst types from USPTO. Task: Predict which catalyst facilitates the given reaction. (1) Reactant: C(OC([N:8]1[CH2:13][CH2:12][N:11]([C:14]2[CH:15]=[N:16][C:17]([NH:20][C:21]3[N:26]=[C:25]([NH:27][CH:28]4[CH2:32][CH2:31][CH2:30][CH2:29]4)[N:24]=[C:23]([S:33][CH3:34])[N:22]=3)=[CH:18][CH:19]=2)[CH2:10][CH2:9]1)=O)(C)(C)C.[ClH:35].CO.C(OCC)C. Product: [ClH:35].[CH:28]1([NH:27][C:25]2[N:26]=[C:21]([NH:20][C:17]3[CH:18]=[CH:19][C:14]([N:11]4[CH2:10][CH2:9][NH:8][CH2:13][CH2:12]4)=[CH:15][N:16]=3)[N:22]=[C:23]([S:33][CH3:34])[N:24]=2)[CH2:32][CH2:31][CH2:30][CH2:29]1. The catalyst class is: 5. (2) Reactant: [Cl:1][C:2]1[CH:7]=[CH:6][C:5]([CH2:8][C:9]2[C:18]3[C:13](=[CH:14][CH:15]=[CH:16][CH:17]=3)[C:12](=[O:19])[N:11]([CH2:20][C@H:21]3[CH2:25][CH2:24][CH2:23][N:22]3[CH2:26][CH2:27][CH2:28][NH:29]C(=O)OC(C)(C)C)[N:10]=2)=[CH:4][CH:3]=1.Cl. Product: [NH2:29][CH2:28][CH2:27][CH2:26][N:22]1[CH2:23][CH2:24][CH2:25][C@@H:21]1[CH2:20][N:11]1[N:10]=[C:9]([CH2:8][C:5]2[CH:6]=[CH:7][C:2]([Cl:1])=[CH:3][CH:4]=2)[C:18]2[C:13](=[CH:14][CH:15]=[CH:16][CH:17]=2)[C:12]1=[O:19]. The catalyst class is: 12.